Predict the reaction yield, written as a fraction of the theoretical maximum amount of product (1.0 means a 100% yield; for example, 0.34 means a 34% yield). From a dataset of Reaction yield outcomes from USPTO patents with 853,638 reactions. (1) The reactants are [C:1]1([C:7]([OH:9])=[O:8])([C:4](O)=[O:5])[CH2:3][CH2:2]1.C(N(CC)CC)C.S(Cl)(Cl)=O.[F:21][C:22]1[CH:28]=[CH:27][C:25]([NH2:26])=[CH:24][CH:23]=1. The catalyst is C1COCC1.C(OCC)(=O)C. The product is [F:21][C:22]1[CH:28]=[CH:27][C:25]([NH:26][C:4]([C:1]2([C:7]([OH:9])=[O:8])[CH2:3][CH2:2]2)=[O:5])=[CH:24][CH:23]=1. The yield is 0.652. (2) The reactants are [C:1]([O:5][C:6]([NH:8][C@H:9]([CH2:17][OH:18])[CH2:10][CH2:11][CH2:12][C:13]([O:15][CH3:16])=[O:14])=[O:7])([CH3:4])([CH3:3])[CH3:2].N1C=CN=C1.[Si:24](Cl)([C:27]([CH3:30])([CH3:29])[CH3:28])([CH3:26])[CH3:25].C(OCC)C. The catalyst is CN(C=O)C.[Cl-].[Na+].O. The product is [C:1]([O:5][C:6]([NH:8][C@H:9]([CH2:17][O:18][Si:24]([C:27]([CH3:30])([CH3:29])[CH3:28])([CH3:26])[CH3:25])[CH2:10][CH2:11][CH2:12][C:13]([O:15][CH3:16])=[O:14])=[O:7])([CH3:3])([CH3:2])[CH3:4]. The yield is 0.920.